This data is from Forward reaction prediction with 1.9M reactions from USPTO patents (1976-2016). The task is: Predict the product of the given reaction. (1) Given the reactants [CH3:1][C:2]1[C:11]2[C:6](=[CH:7][C:8]([C:12]([F:15])([F:14])[F:13])=[CH:9][CH:10]=2)[C:5](=[O:16])O[C:3]=1[C:17]([OH:19])=[O:18].[CH2:20]([NH2:23])[CH2:21][CH3:22].Cl, predict the reaction product. The product is: [CH3:1][C:2]1[C:11]2[C:6](=[CH:7][C:8]([C:12]([F:15])([F:14])[F:13])=[CH:9][CH:10]=2)[C:5](=[O:16])[N:23]([CH2:20][CH2:21][CH3:22])[C:3]=1[C:17]([OH:19])=[O:18]. (2) Given the reactants C[O:2][C:3]1[CH:8]=[CH:7][C:6]([C:9]([C:11]2[CH:16]=[CH:15][C:14]([CH2:17][C:18]([O:20][CH3:21])=[O:19])=[CH:13][CH:12]=2)=[O:10])=[CH:5][CH:4]=1.[Al+3].[Cl-].[Cl-].[Cl-].O, predict the reaction product. The product is: [OH:2][C:3]1[CH:4]=[CH:5][C:6]([C:9]([C:11]2[CH:16]=[CH:15][C:14]([CH2:17][C:18]([O:20][CH3:21])=[O:19])=[CH:13][CH:12]=2)=[O:10])=[CH:7][CH:8]=1. (3) Given the reactants [Cl:1][CH2:2][C:3]1[CH:11]=[CH:10][C:6]([C:7](Cl)=[O:8])=[CH:5][CH:4]=1.[NH2:12][CH2:13][CH2:14][N:15]1[CH2:20][CH2:19][CH2:18][CH2:17][CH2:16]1.C(N(CC)CC)C.O, predict the reaction product. The product is: [Cl:1][CH2:2][C:3]1[CH:11]=[CH:10][C:6]([C:7]([NH:12][CH2:13][CH2:14][N:15]2[CH2:20][CH2:19][CH2:18][CH2:17][CH2:16]2)=[O:8])=[CH:5][CH:4]=1. (4) Given the reactants [C:1]([O:8][CH2:9][CH3:10])(=[O:7])[C:2]([O:4]CC)=O.[O-]CC.[Na+].[C:15]([C:18]1[N:19]=[CH:20][S:21][CH:22]=1)(=[O:17])[CH3:16].O, predict the reaction product. The product is: [CH2:9]([O:8][C:1](=[O:7])[C:2](=[O:4])[CH2:16][C:15]([C:18]1[N:19]=[CH:20][S:21][CH:22]=1)=[O:17])[CH3:10]. (5) The product is: [Si:22]([O:21][CH2:20][C:16]1[CH:17]=[C:18]2[C:13](=[CH:14][CH:15]=1)[N:12]([C:29]([O:31][C:32]([CH3:35])([CH3:34])[CH3:33])=[O:30])[C:11]([C:6]1[C:5]3[C:9](=[CH:10][C:2]([C:38]4[S:39][CH:40]=[CH:41][N:42]=4)=[CH:3][CH:4]=3)[NH:8][N:7]=1)=[CH:19]2)([C:25]([CH3:26])([CH3:27])[CH3:28])([CH3:24])[CH3:23].[Si:22]([O:21][CH2:20][C:16]1[CH:17]=[C:18]2[C:13](=[CH:14][CH:15]=1)[N:12]([C:29]([O:31][C:32]([CH3:35])([CH3:34])[CH3:33])=[O:30])[C:11]([C:6]1[C:5]3[C:9](=[CH:10][C:2]([C:40]4[S:39][CH:38]=[N:42][CH:41]=4)=[CH:3][CH:4]=3)[NH:8][N:7]=1)=[CH:19]2)([C:25]([CH3:28])([CH3:27])[CH3:26])([CH3:24])[CH3:23]. Given the reactants Br[C:2]1[CH:10]=[C:9]2[C:5]([C:6]([C:11]3[N:12]([C:29]([O:31][C:32]([CH3:35])([CH3:34])[CH3:33])=[O:30])[C:13]4[C:18]([CH:19]=3)=[CH:17][C:16]([CH2:20][O:21][Si:22]([C:25]([CH3:28])([CH3:27])[CH3:26])([CH3:24])[CH3:23])=[CH:15][CH:14]=4)=[N:7][NH:8]2)=[CH:4][CH:3]=1.C[Sn](C)(C)[C:38]1[S:39][CH:40]=[CH:41][N:42]=1, predict the reaction product. (6) The product is: [Cl:19][C:20]1[C:29]2[C:24](=[CH:25][CH:26]=[C:27]([S:30]([NH:1][C:2]3([C:8]([O:10][CH3:11])=[O:9])[CH2:7][CH2:6][CH2:5][CH2:4][CH2:3]3)(=[O:32])=[O:31])[CH:28]=2)[C:23]([Cl:34])=[CH:22][N:21]=1. Given the reactants [NH2:1][C:2]1([C:8]([O:10][CH3:11])=[O:9])[CH2:7][CH2:6][CH2:5][CH2:4][CH2:3]1.CCN(CC)CC.[Cl:19][C:20]1[C:29]2[C:24](=[CH:25][CH:26]=[C:27]([S:30](Cl)(=[O:32])=[O:31])[CH:28]=2)[C:23]([Cl:34])=[CH:22][N:21]=1, predict the reaction product.